This data is from HIV replication inhibition screening data with 41,000+ compounds from the AIDS Antiviral Screen. The task is: Binary Classification. Given a drug SMILES string, predict its activity (active/inactive) in a high-throughput screening assay against a specified biological target. (1) The molecule is CC(C)CCCC(C)C1CCC2C3CCC4CC(CCC=C(c5cc(Cl)c(O)c(C(=O)OCc6ccccc6)c5)c5cc(Cl)c(O)c(C(=O)OCc6ccccc6)c5)CCC4(C)C3CCC12C. The result is 0 (inactive). (2) The compound is CSC1=NC(C(N)=O)C(N)N1C. The result is 0 (inactive). (3) The result is 0 (inactive). The molecule is Oc1nc2ccccc2c(O)c1N=Nc1cccc(C(F)(F)F)c1. (4) The result is 0 (inactive). The drug is Cc1c2c(oc(=O)c1NC(=O)c1ccccc1)CCCCCC2. (5) The molecule is Cn1c2c(sc1=O)CCC2. The result is 0 (inactive). (6) The compound is CCOP(C)(=O)C(Cc1c[nH]c2ccccc12)C(=O)O. The result is 0 (inactive). (7) The drug is N#CC(C#N)=Cc1ccccc1Br. The result is 0 (inactive). (8) The result is 0 (inactive). The drug is COc1ccc(C2(C(OC)OC)NC(=O)N(C)C2=O)cc1.